Dataset: Full USPTO retrosynthesis dataset with 1.9M reactions from patents (1976-2016). Task: Predict the reactants needed to synthesize the given product. (1) Given the product [Cl:14][C:2]1[C:7]([CH:8]([CH3:10])[CH3:9])=[C:6]([CH3:11])[N:5]=[CH:4][N:3]=1, predict the reactants needed to synthesize it. The reactants are: O[C:2]1[C:7]([CH:8]([CH3:10])[CH3:9])=[C:6]([CH3:11])[N:5]=[CH:4][N:3]=1.P(Cl)(Cl)([Cl:14])=O. (2) Given the product [F:20][C:17]1[CH:18]=[CH:19][C:14]([C:6]2[C:7]([C:8]3[CH:13]=[CH:12][N:11]=[CH:10][CH:9]=3)=[C:2]([NH:22][NH2:23])[N:3]=[N:4][CH:5]=2)=[CH:15][CH:16]=1, predict the reactants needed to synthesize it. The reactants are: Cl[C:2]1[N:3]=[N:4][CH:5]=[C:6]([C:14]2[CH:19]=[CH:18][C:17]([F:20])=[CH:16][CH:15]=2)[C:7]=1[C:8]1[CH:13]=[CH:12][N:11]=[CH:10][CH:9]=1.O.[NH2:22][NH2:23].